Dataset: Full USPTO retrosynthesis dataset with 1.9M reactions from patents (1976-2016). Task: Predict the reactants needed to synthesize the given product. Given the product [CH3:19][C:20]1[C:28]2[C:23](=[CH:24][CH:25]=[CH:26][C:27]=2[NH:29][C:57]([C:54]2[N:51]3[CH:52]=[CH:53][C:48]([O:47][CH2:46][CH2:45][N:42]4[CH2:43][CH2:44][N:39]([CH3:38])[CH2:40][CH2:41]4)=[CH:49][C:50]3=[N:56][CH:55]=2)=[O:58])[N:22]([CH2:30][C:31]2[CH:32]=[N:33][C:34]([CH3:37])=[CH:35][CH:36]=2)[N:21]=1, predict the reactants needed to synthesize it. The reactants are: C(N1C2C=CC=C(N)C=2C(C)=N1)C1C=CC=CC=1.[CH3:19][C:20]1[C:28]2[C:27]([NH2:29])=[CH:26][CH:25]=[CH:24][C:23]=2[N:22]([CH2:30][C:31]2[CH:32]=[N:33][C:34]([CH3:37])=[CH:35][CH:36]=2)[N:21]=1.[CH3:38][N:39]1[CH2:44][CH2:43][N:42]([CH2:45][CH2:46][O:47][C:48]2[CH:53]=[CH:52][N:51]3[C:54]([C:57]([O-])=[O:58])=[CH:55][N:56]=[C:50]3[CH:49]=2)[CH2:41][CH2:40]1.[Li+].